From a dataset of Full USPTO retrosynthesis dataset with 1.9M reactions from patents (1976-2016). Predict the reactants needed to synthesize the given product. (1) Given the product [OH:6][C@@H:5]1[CH2:7][CH2:8][N:12]([CH:13]2[CH2:14][CH2:15][N:16]([C:19]([O:21][C:22]([CH3:25])([CH3:24])[CH3:23])=[O:20])[CH2:17][CH2:18]2)[C:4]1=[O:10], predict the reactants needed to synthesize it. The reactants are: CC1(C)[O:6][C@H:5]([CH2:7][CH:8]=O)[C:4](=[O:10])O1.[NH2:12][CH:13]1[CH2:18][CH2:17][N:16]([C:19]([O:21][C:22]([CH3:25])([CH3:24])[CH3:23])=[O:20])[CH2:15][CH2:14]1.C(O)(=O)C.[BH-](OC(C)=O)(OC(C)=O)OC(C)=O.[Na+]. (2) Given the product [C:33]([O:37][C:38](=[O:47])[NH:39][CH2:40][C@H:41]1[CH2:46][CH2:45][CH2:44][N:43]([CH2:31][C:3]2[C:2]([Cl:1])=[C:11]3[C:6]([C:7](=[O:26])[N:8]([CH2:13][C:14]4[CH:19]=[C:18]([Cl:20])[CH:17]=[CH:16][C:15]=4[S:21]([CH2:24][CH3:25])(=[O:23])=[O:22])[C:9](=[O:12])[NH:10]3)=[CH:5][C:4]=2[C:27]([F:29])([F:28])[F:30])[CH2:42]1)([CH3:36])([CH3:34])[CH3:35], predict the reactants needed to synthesize it. The reactants are: [Cl:1][C:2]1[C:3]([CH:31]=O)=[C:4]([C:27]([F:30])([F:29])[F:28])[CH:5]=[C:6]2[C:11]=1[NH:10][C:9](=[O:12])[N:8]([CH2:13][C:14]1[CH:19]=[C:18]([Cl:20])[CH:17]=[CH:16][C:15]=1[S:21]([CH2:24][CH3:25])(=[O:23])=[O:22])[C:7]2=[O:26].[C:33]([O:37][C:38](=[O:47])[NH:39][CH2:40][C@H:41]1[CH2:46][CH2:45][CH2:44][NH:43][CH2:42]1)([CH3:36])([CH3:35])[CH3:34]. (3) Given the product [C:19]([C:15]1[CH:14]=[C:13]([C:11]2[NH:10][C:9]3[CH:8]=[CH:7][C:6]([C:23]4[CH:28]=[CH:27][CH:26]=[CH:25][C:24]=4[O:29][CH:30]([F:32])[F:31])=[CH:5][C:4]=3[N:1]=2)[N:17]([CH3:18])[N:16]=1)([CH3:22])([CH3:21])[CH3:20], predict the reactants needed to synthesize it. The reactants are: [N+:1]([C:4]1[CH:5]=[C:6]([C:23]2[CH:28]=[CH:27][CH:26]=[CH:25][C:24]=2[O:29][CH:30]([F:32])[F:31])[CH:7]=[CH:8][C:9]=1[NH:10][C:11]([C:13]1[N:17]([CH3:18])[N:16]=[C:15]([C:19]([CH3:22])([CH3:21])[CH3:20])[CH:14]=1)=O)([O-])=O.[NH4+].[Cl-].CC1(C)C2(CS(O)(=O)=O)C(CC1CC2)=O.C([O-])(O)=O.[Na+]. (4) Given the product [C:1]([C:4]1[CH:5]=[C:6]2[C:11](=[CH:12][C:13]=1[O:14][CH3:15])[N:10]=[CH:9][CH:8]=[C:7]2[O:16][C:17]1[CH:22]=[CH:21][C:20]([NH2:23])=[C:19]([C:26]([F:28])([F:29])[F:27])[CH:18]=1)(=[O:3])[NH2:2], predict the reactants needed to synthesize it. The reactants are: [C:1]([C:4]1[CH:5]=[C:6]2[C:11](=[CH:12][C:13]=1[O:14][CH3:15])[N:10]=[CH:9][CH:8]=[C:7]2[O:16][C:17]1[CH:22]=[CH:21][C:20]([N+:23]([O-])=O)=[C:19]([C:26]([F:29])([F:28])[F:27])[CH:18]=1)(=[O:3])[NH2:2]. (5) The reactants are: [CH3:1][O:2][C:3](=[O:24])[C:4]1[CH:9]=[CH:8][C:7]([NH:10][CH2:11][C:12]2[C:17](C3CCCCC3)=[CH:16][CH:15]=[CH:14][CH:13]=2)=[CH:6][CH:5]=1.[Cl:25][C:26]1[CH:27]=[C:28]([N:33]=[C:34]=[O:35])[CH:29]=[C:30]([Cl:32])[CH:31]=1. Given the product [CH3:1][O:2][C:3](=[O:24])[C:4]1[CH:5]=[CH:6][C:7]([N:10]([CH2:11][C:12]2[CH:13]=[CH:14][C:15]([CH:4]3[CH2:9][CH2:8][CH2:7][CH2:6][CH2:5]3)=[CH:16][CH:17]=2)[C:34]([NH:33][C:28]2[CH:27]=[C:26]([Cl:25])[CH:31]=[C:30]([Cl:32])[CH:29]=2)=[O:35])=[CH:8][CH:9]=1, predict the reactants needed to synthesize it.